The task is: Predict the reactants needed to synthesize the given product.. This data is from Full USPTO retrosynthesis dataset with 1.9M reactions from patents (1976-2016). (1) Given the product [Br:1][C:2]1[CH:7]=[CH:6][CH:5]=[C:4]([C:8]([C:10]2[CH:11]=[CH:12][C:13]([S:20]([CH3:24])(=[O:22])=[O:19])=[CH:14][CH:15]=2)=[CH2:9])[CH:3]=1, predict the reactants needed to synthesize it. The reactants are: [Br:1][C:2]1[CH:7]=[CH:6][CH:5]=[C:4]([C:8]([C:10]2[CH:15]=[CH:14][C:13](SC)=[CH:12][CH:11]=2)=[CH2:9])[CH:3]=1.O[O:19][S:20]([O-:22])=O.[K+].[CH3:24]O. (2) Given the product [CH2:1]([O:3][C:4]([C:5]1[NH:13][C:8]2=[CH:9][N:10]=[CH:11][CH:12]=[C:7]2[CH:6]=1)=[O:17])[CH3:2], predict the reactants needed to synthesize it. The reactants are: [CH2:1]([O:3][C:4](=[O:17])[C:5](=O)[CH2:6][C:7]1[CH:12]=[CH:11][N:10]=[CH:9][C:8]=1[N+:13]([O-])=O)[CH3:2].[Cl-].[NH4+]. (3) The reactants are: N1C=CC=CC=1.C(B1OB(C=C)OB([CH:17]=[CH2:18])O1)=C.[CH2:19]([O:26][C:27]1[N:28]=[N:29][C:30](Cl)=[CH:31][C:32]=1[O:33][CH2:34][C:35]1[CH:40]=[CH:39][CH:38]=[CH:37][CH:36]=1)[C:20]1[CH:25]=[CH:24][CH:23]=[CH:22][CH:21]=1.C(=O)([O-])[O-].[K+].[K+]. Given the product [CH2:19]([O:26][C:27]1[N:28]=[N:29][C:30]([CH:17]=[CH2:18])=[CH:31][C:32]=1[O:33][CH2:34][C:35]1[CH:40]=[CH:39][CH:38]=[CH:37][CH:36]=1)[C:20]1[CH:21]=[CH:22][CH:23]=[CH:24][CH:25]=1, predict the reactants needed to synthesize it. (4) The reactants are: [NH2:1][C:2]1[CH:3]=[C:4]([CH2:8][CH:9]([NH:15][C:16](=[O:25])[CH2:17][CH2:18][C:19]2[CH:24]=[CH:23][CH:22]=[CH:21][CH:20]=2)[C:10]([O:12][CH2:13][CH3:14])=[O:11])[CH:5]=[CH:6][CH:7]=1.[N+:26]([C:29]1[CH:30]=[C:31]([S:35](Cl)(=[O:37])=[O:36])[CH:32]=[CH:33][CH:34]=1)([O-:28])=[O:27]. Given the product [N+:26]([C:29]1[CH:30]=[C:31]([S:35]([NH:1][C:2]2[CH:3]=[C:4]([CH2:8][CH:9]([NH:15][C:16](=[O:25])[CH2:17][CH2:18][C:19]3[CH:24]=[CH:23][CH:22]=[CH:21][CH:20]=3)[C:10]([O:12][CH2:13][CH3:14])=[O:11])[CH:5]=[CH:6][CH:7]=2)(=[O:37])=[O:36])[CH:32]=[CH:33][CH:34]=1)([O-:28])=[O:27], predict the reactants needed to synthesize it. (5) Given the product [Br:1][C:2]1[N:3]=[CH:4][C:5]2[N:9]=[C:17]([NH:16][C:14](=[O:15])[O:13][CH3:12])[NH:8][C:6]=2[CH:7]=1, predict the reactants needed to synthesize it. The reactants are: [Br:1][C:2]1[CH:7]=[C:6]([NH2:8])[C:5]([N+:9]([O-])=O)=[CH:4][N:3]=1.[CH3:12][O:13][C:14]([NH:16][C:17](=NC(OC)=O)SC)=[O:15]. (6) Given the product [OH:24][CH2:23][CH2:22][N:1]1[CH2:6][CH2:5][CH2:4][C@@H:3]([NH:7][C:8](=[O:14])[O:9][C:10]([CH3:11])([CH3:13])[CH3:12])[CH2:2]1, predict the reactants needed to synthesize it. The reactants are: [NH:1]1[CH2:6][CH2:5][CH2:4][C@@H:3]([NH:7][C:8](=[O:14])[O:9][C:10]([CH3:13])([CH3:12])[CH3:11])[CH2:2]1.C([O-])([O-])=O.[Na+].[Na+].Br[CH2:22][CH2:23][OH:24]. (7) Given the product [Br:4][C:5]1[C:6]([O:12][CH3:13])=[N:7][C:8]([N:2]([CH3:3])[CH3:1])=[N:9][CH:10]=1, predict the reactants needed to synthesize it. The reactants are: [CH3:1][NH:2][CH3:3].[Br:4][C:5]1[C:6]([O:12][CH3:13])=[N:7][C:8](Cl)=[N:9][CH:10]=1.